From a dataset of Reaction yield outcomes from USPTO patents with 853,638 reactions. Predict the reaction yield, written as a fraction of the theoretical maximum amount of product (1.0 means a 100% yield; for example, 0.34 means a 34% yield). (1) The reactants are [CH:1]1[C:14]2[CH:13]=[C:12](B(O)O)[C:11]3[C:6](=[CH:7][CH:8]=[CH:9][CH:10]=3)[C:5]=2[CH:4]=[CH:3][CH:2]=1.[Br:18][C:19]1[CH:20]=[C:21]([C:26]2[N:31]=[C:30]([C:32]3[CH:37]=[CH:36][CH:35]=[CH:34][CH:33]=3)[N:29]=[C:28]([C:38]3[CH:43]=[CH:42][CH:41]=[CH:40][CH:39]=3)[N:27]=2)[CH:22]=[C:23](Br)[CH:24]=1.C1(C)C=CC=CC=1. The catalyst is C1C=CC([P]([Pd]([P](C2C=CC=CC=2)(C2C=CC=CC=2)C2C=CC=CC=2)([P](C2C=CC=CC=2)(C2C=CC=CC=2)C2C=CC=CC=2)[P](C2C=CC=CC=2)(C2C=CC=CC=2)C2C=CC=CC=2)(C2C=CC=CC=2)C2C=CC=CC=2)=CC=1.C(O)C. The product is [C:38]1([C:28]2[N:29]=[C:30]([C:32]3[CH:37]=[CH:36][CH:35]=[CH:34][CH:33]=3)[N:31]=[C:26]([C:21]3[CH:22]=[C:23]([C:12]4[C:11]5[C:6]([C:5]6[CH:4]=[CH:3][CH:2]=[CH:1][C:14]=6[CH:13]=4)=[CH:7][CH:8]=[CH:9][CH:10]=5)[CH:24]=[C:19]([Br:18])[CH:20]=3)[N:27]=2)[CH:39]=[CH:40][CH:41]=[CH:42][CH:43]=1. The yield is 0.300. (2) The reactants are [NH2:1][C:2]1[CH:9]=[CH:8][C:5]([C:6]#[N:7])=[C:4]([CH3:10])[N:3]=1.[C:11](N1C=CC=CC1=O)(N1C=CC=CC1=O)=[S:12]. The catalyst is ClCCl. The product is [N:1]([C:2]1[CH:9]=[CH:8][C:5]([C:6]#[N:7])=[C:4]([CH3:10])[N:3]=1)=[C:11]=[S:12]. The yield is 0.960. (3) The yield is 0.620. The catalyst is C(O)(=O)C. The reactants are [NH2:1][C:2]1[C:6]([C:7]#[N:8])=[CH:5][NH:4][N:3]=1.O/[C:10](/[C:16]([O-:18])=[O:17])=[C:11](/[OH:15])\[C:12]([O-:14])=O.[C:19](OCC)(=O)C. The product is [CH3:19][O:18][C:16]([C:10]1[N:1]=[C:2]2[C:6]([C:7]#[N:8])=[CH:5][NH:4][N:3]2[C:12](=[O:14])[C:11]=1[OH:15])=[O:17]. (4) The reactants are [CH3:1][O:2][C:3]1[CH:22]=[CH:21][C:6]([O:7][C:8]2[CH:13]=[CH:12][C:11]([C:14](=[O:20])[CH2:15][CH2:16][C:17]([OH:19])=O)=[CH:10][CH:9]=2)=[CH:5][CH:4]=1.[NH2:23][CH2:24][CH2:25][C:26]1[CH:27]=[N:28][CH:29]=[CH:30][CH:31]=1.CCN=C=NCCCN(C)C.C([O-])(O)=O.[Na+]. The catalyst is C(Cl)Cl.CN(C1C=CN=CC=1)C. The product is [CH3:1][O:2][C:3]1[CH:4]=[CH:5][C:6]([O:7][C:8]2[CH:9]=[CH:10][C:11]([C:14](=[O:20])[CH2:15][CH2:16][C:17]([NH:23][CH2:24][CH2:25][C:26]3[CH:27]=[N:28][CH:29]=[CH:30][CH:31]=3)=[O:19])=[CH:12][CH:13]=2)=[CH:21][CH:22]=1. The yield is 0.580.